From a dataset of Forward reaction prediction with 1.9M reactions from USPTO patents (1976-2016). Predict the product of the given reaction. (1) Given the reactants Cl.C(N1CCC([C:15]([O:17][CH2:18][CH3:19])=[O:16])C(=O)C1)C1C=CC=CC=1.[C:29](O[C:29]([O:31][C:32]([CH3:35])([CH3:34])[CH3:33])=[O:30])([O:31][C:32]([CH3:35])([CH3:34])[CH3:33])=[O:30].C([N:38]([CH2:41][CH3:42])[CH2:39][CH3:40])C.[H][H].[CH2:45]([OH:47])C, predict the reaction product. The product is: [O:47]=[C:45]1[CH2:40][CH2:39][N:38]([C:29]([O:31][C:32]([CH3:33])([CH3:34])[CH3:35])=[O:30])[CH2:41][CH:42]1[C:15]([O:17][CH2:18][CH3:19])=[O:16]. (2) Given the reactants [CH2:1]([C:3]1[CH:4]=[C:5]([CH:7]=[C:8]([C:10]2[CH:11]=[N:12][CH:13]=[CH:14][CH:15]=2)[CH:9]=1)[NH2:6])[CH3:2].Cl[C:17]([O:19][C:20]1[CH:25]=[CH:24][CH:23]=[CH:22][CH:21]=1)=[O:18].C(N(CC)CC)C, predict the reaction product. The product is: [CH2:1]([C:3]1[CH:4]=[C:5]([NH:6][C:17](=[O:18])[O:19][C:20]2[CH:25]=[CH:24][CH:23]=[CH:22][CH:21]=2)[CH:7]=[C:8]([C:10]2[CH:11]=[N:12][CH:13]=[CH:14][CH:15]=2)[CH:9]=1)[CH3:2]. (3) Given the reactants Cl[C:2]1[CH:3]=[CH:4][C:5]2[N:6]([C:8]([C:11]3[CH:16]=[CH:15][N:14]=[CH:13][CH:12]=3)=[CH:9][N:10]=2)[N:7]=1.[CH3:17][NH2:18].Cl.CN.C([O-])(O)=O.[Na+], predict the reaction product. The product is: [CH3:17][NH:18][C:2]1[CH:3]=[CH:4][C:5]2[N:6]([C:8]([C:11]3[CH:16]=[CH:15][N:14]=[CH:13][CH:12]=3)=[CH:9][N:10]=2)[N:7]=1. (4) The product is: [P:47]([OH:46])([OH:55])([O:38][C:36]1[CH:35]=[CH:34][C:32]2[S:33][C:29]([C:27](=[O:28])[NH:26][C:4]3[CH:5]=[C:6]([C:8]([C:11]4[CH:16]=[C:15]([O:17][C:18]([F:20])([F:19])[F:21])[CH:14]=[C:13]([O:22][CH:23]([CH3:24])[CH3:25])[CH:12]=4)([CH3:10])[CH3:9])[CH:7]=[C:2]([Br:1])[CH:3]=3)=[CH:30][C:31]=2[CH:37]=1)=[O:51]. Given the reactants [Br:1][C:2]1[CH:3]=[C:4]([NH:26][C:27]([C:29]2[S:33][C:32]3[CH:34]=[CH:35][C:36]([OH:38])=[CH:37][C:31]=3[CH:30]=2)=[O:28])[CH:5]=[C:6]([C:8]([C:11]2[CH:16]=[C:15]([O:17][C:18]([F:21])([F:20])[F:19])[CH:14]=[C:13]([O:22][CH:23]([CH3:25])[CH3:24])[CH:12]=2)([CH3:10])[CH3:9])[CH:7]=1.CCN(CC)CC.[O:46]=[P:47](Cl)(Cl)Cl.[OH2:51].C1C[O:55]CC1, predict the reaction product. (5) Given the reactants Cl.[N:2]1[C:10]2[C:5](=[N:6][CH:7]=[CH:8][CH:9]=2)[NH:4][C:3]=1[C:11]([OH:13])=[O:12].[C:14](Cl)(=O)C(Cl)=O.[NH2:20][CH2:21][CH2:22][C:23]([C:26]1[CH:31]=[CH:30][C:29]([NH:32][C:33](=[O:44])[C:34]2[CH:39]=[CH:38][C:37]([O:40][CH3:41])=[C:36]([O:42][CH3:43])[CH:35]=2)=[CH:28][CH:27]=1)([CH3:25])[CH3:24].[CH3:45][CH2:46][O:47][C:48]([CH3:50])=O.CO, predict the reaction product. The product is: [CH3:45][CH2:46][O:47][CH2:48][CH3:50].[O:13]([CH:11]([CH3:3])[CH3:14])[CH:22]([CH3:23])[CH3:21].[CH3:43][O:42][C:36]1[CH:35]=[C:34]([CH:39]=[CH:38][C:37]=1[O:40][CH3:41])[C:33]([NH:32][C:29]1[CH:28]=[CH:27][C:26]([C:23]([CH3:24])([CH3:25])[CH2:22][CH2:21][NH:20][C:11]([C:3]2[NH:4][C:5]3=[N:6][CH:7]=[CH:8][CH:9]=[C:10]3[N:2]=2)=[O:12])=[CH:31][CH:30]=1)=[O:44]. (6) Given the reactants [NH2:1][C:2]1[N:3]=[C:4]([C:19]2[CH:24]=[CH:23][CH:22]=[CH:21][CH:20]=2)[C:5]([C:9]2[CH:10]=[CH:11][C:12](=[O:18])[N:13]([CH:15]([CH3:17])[CH3:16])[CH:14]=2)=[N:6][C:7]=1Br.[CH3:25][NH2:26], predict the reaction product. The product is: [NH2:1][C:2]1[N:3]=[C:4]([C:19]2[CH:24]=[CH:23][CH:22]=[CH:21][CH:20]=2)[C:5]([C:9]2[CH:10]=[CH:11][C:12](=[O:18])[N:13]([CH:15]([CH3:17])[CH3:16])[CH:14]=2)=[N:6][C:7]=1[NH:26][CH3:25]. (7) The product is: [CH3:2][C:3]1[CH:29]=[CH:28][C:27]([CH3:30])=[CH:26][C:4]=1/[CH:5]=[CH:72]/[C:71]1[CH:70]=[C:69]([CH2:68][CH2:67][CH2:66][N:57]2[C:58](=[O:65])[C:59]3[C:64](=[CH:63][CH:62]=[CH:61][CH:60]=3)[C:56]2=[O:55])[CH:76]=[CH:75][CH:74]=1. Given the reactants [Br-].[CH3:2][C:3]1[CH:29]=[CH:28][C:27]([CH3:30])=[CH:26][C:4]=1[CH2:5][P+](C1C=CC=CC=1)(C1C=CC=CC=1)C1C=CC=CC=1C.CC(C)([O-])C.[K+].C1OCCOCCOCCOCCOCCOC1.[O:55]=[C:56]1[C:64]2[C:59](=[CH:60][CH:61]=[CH:62][CH:63]=2)[C:58](=[O:65])[N:57]1[CH2:66][CH2:67][CH2:68][C:69]1[CH:70]=[C:71]([CH:74]=[CH:75][CH:76]=1)[CH:72]=O, predict the reaction product. (8) The product is: [C:28]([C:31]1[O:10][N:9]=[C:8]([C:5]2[CH:4]=[C:3]([O:12][CH2:13][C:14]([F:17])([F:16])[F:15])[C:2]([Cl:1])=[CH:7][N:6]=2)[N:11]=1)([CH3:30])([CH3:29])[CH3:27]. Given the reactants [Cl:1][C:2]1[C:3]([O:12][CH2:13][C:14]([F:17])([F:16])[F:15])=[CH:4][C:5]([C:8](=[NH:11])[NH:9][OH:10])=[N:6][CH:7]=1.CCN(C(C)C)C(C)C.[C:27](Cl)(=O)[C:28]([CH3:31])([CH3:30])[CH3:29], predict the reaction product. (9) Given the reactants [CH:1]1[C:11]2[CH:10]=[CH:9][C:8]3[CH:12]=[CH:13][CH:14]=[CH:15][C:7]=3[C:6](=[C:16]3[CH2:21][CH2:20][N:19]([C:22](=[O:40])[C@@H:23]([NH:32]C(=O)OC(C)(C)C)[CH2:24][NH:25][C:26](=[O:31])[C:27]([CH3:30])([CH3:29])[CH3:28])[CH2:18][CH2:17]3)[C:5]=2[CH:4]=[CH:3][CH:2]=1.[ClH:41].C(OCC)(=O)C, predict the reaction product. The product is: [ClH:41].[NH2:32][C@H:23]([C:22]([N:19]1[CH2:18][CH2:17][C:16](=[C:6]2[C:5]3[CH:4]=[CH:3][CH:2]=[CH:1][C:11]=3[CH:10]=[CH:9][C:8]3[CH:12]=[CH:13][CH:14]=[CH:15][C:7]2=3)[CH2:21][CH2:20]1)=[O:40])[CH2:24][NH:25][C:26](=[O:31])[C:27]([CH3:30])([CH3:29])[CH3:28].